From a dataset of Experimentally validated miRNA-target interactions with 360,000+ pairs, plus equal number of negative samples. Binary Classification. Given a miRNA mature sequence and a target amino acid sequence, predict their likelihood of interaction. (1) The miRNA is hsa-miR-6795-3p with sequence ACCCCUCGUUUCUUCCCCCAG. Result: 0 (no interaction). The protein sequence of the target gene is MAKHGADEPSSRSGSPDREGRASEDRSLLHQRLAVRELIDTEVSYLHMLQLCASDIRSRLQQLPQGDLDVLFSNIDDIIKVNSRFLHDLQETASKEEEQVQLVGNIFLEFQEELEQVYKVYCASYDQALLLVDTYRKEPELQRHIQGIVEAVVPQAGSSGLSFLLVIPLQRITRYPLLLQKILENTVPDASAYPVLQRAVSALQDVNTNINEYKMRKEVASKYTKVEQLTLRERLARINTHTLSKKTTRLSQLLKQEAGLIPRTEDKEFDDLEERFQWVSLCVTELKNNVAAYLDNLQAF.... (2) The miRNA is hsa-miR-6132 with sequence AGCAGGGCUGGGGAUUGCA. The protein sequence of the target gene is MYPPPAPPPAPHRDFISVTLSLGESYDNSKSRRRRSCWRKWKQLSRLQRNVILFVLGFLILCGFLYSLHTADQWKALSGRPAEVEKMKQEVLPVLPAPQKESAEQEGFADILSQKRQRHFRRGPPHLQIRPPNTVSKDGMQDDAKEREAALGKAQQEENTQRTVISWRGAVIEPEQATELPYKRAEASIKPLVLASKIWKEPAPPNERQKGVIEAFLHAWKGYQKFAWGHDELKPVSKTFSEWFGLGLTLIDALDTMWILGLKQEFKQARKWVSENLDFQKNVDVNLFESTIRILGGLLS.... Result: 0 (no interaction). (3) The miRNA is hsa-miR-6849-3p with sequence ACCAGCCUGUGUCCACCUCCAG. The protein sequence of the target gene is MAASQTSQTVASHVPFADLCSTLERIQKSKGRAEKIRHFREFLDSWRKFHDALHKNHKDVTDSFYPAMRLILPQLERERMAYGIKETMLAKLYIELLNLPRDGKDALKLLNYRTPTGTHGDAGDFAMIAYFVLKPRCLQKGSLTIQQVNDLLDSIASNNSAKRKDLIKKSLLQLITQSSALEQKWLIRMIIKDLKLGVSQQTIFSVFHNDAAELHNVTTDLEKVCRQLHDPSVGLSDISITLFSAFKPMLAAIADIEHIEKDMKHQSFYIETKLDGERMQMHKDGDVYKYFSRNGYNYTD.... Result: 0 (no interaction). (4) The miRNA is cel-miR-84-5p with sequence UGAGGUAGUAUGUAAUAUUGUAGA. The protein sequence of the target gene is MSPKRDGLGTGDGLHSQVLQEQVSTGDNLHECDSQGPSKDTLVREGKTYKCKECGSVFNKNSLLVRHQQIHTGVKPYECQECGKAFPEKVDFVRPMRIHTGEKPCKCVECGKVFNRRSHLLCYRQIHTGEKPYECSECGKTFSYHSVFIQHRVTHTGEKLFGCKECGKTFYYNSSLTRHMKIHTGEKPCKCSECGKTFTYRSVFFRHSMTHTAGKPYECKECGKGFYYSYSLTRHTRSHTGEKPYECLEHRKDFGYHSAFAQQSKIHSGGKNL. Result: 0 (no interaction). (5) The miRNA is mmu-miR-1895 with sequence CCCCCGAGGAGGACGAGGAGGA. The protein sequence of the target gene is MESIYLQKHLGACLTQGLAEVARVRPVDPIEYLALWIYKYKENVTMEQLRQKEMAKLERERELALMEQEMMERLKAEELLLQQQQLALQLELEMQEKERQRIQELQRAQEQLGKEMRMNMENLVRNEDILHSEEATLDSGKTLAEISDRYGAPNLSRVEELDEPMFSDIALNIDQDL. Result: 0 (no interaction).